From a dataset of Full USPTO retrosynthesis dataset with 1.9M reactions from patents (1976-2016). Predict the reactants needed to synthesize the given product. (1) The reactants are: [CH3:1][C:2]1[CH:6]=[C:5]([C:7]([O:9][CH2:10][CH3:11])=[O:8])[NH:4][N:3]=1.[H-].[Na+].[F:14][C:15]1[CH:22]=[CH:21][CH:20]=[CH:19][C:16]=1[CH2:17]Br.O. Given the product [F:14][C:15]1[CH:22]=[CH:21][CH:20]=[CH:19][C:16]=1[CH2:17][N:3]1[C:2]([CH3:1])=[CH:6][C:5]([C:7]([O:9][CH2:10][CH3:11])=[O:8])=[N:4]1.[F:14][C:15]1[CH:22]=[CH:21][CH:20]=[CH:19][C:16]=1[CH2:17][N:4]1[C:5]([C:7]([O:9][CH2:10][CH3:11])=[O:8])=[CH:6][C:2]([CH3:1])=[N:3]1, predict the reactants needed to synthesize it. (2) The reactants are: [CH:1]1([C:4]([N:6]2[CH2:10][CH2:9][C@@H:8]([CH2:11][N:12]3[C:16](=[O:17])[C:15]4([CH2:22][CH2:21][NH:20][CH2:19][CH2:18]4)[N:14]=[C:13]3[C:23]3[CH:28]=[CH:27][C:26]([C:29]4[CH:30]=[C:31]5[C:35](=[CH:36][CH:37]=4)[N:34]([CH3:38])[N:33]=[CH:32]5)=[CH:25][CH:24]=3)[CH2:7]2)=[O:5])[CH2:3][CH2:2]1.CCN(CC)CC.[C:46](Cl)(=[O:50])[CH:47]([CH3:49])[CH3:48]. Given the product [CH:1]1([C:4]([N:6]2[CH2:10][CH2:9][C@@H:8]([CH2:11][N:12]3[C:16](=[O:17])[C:15]4([CH2:18][CH2:19][N:20]([C:46](=[O:50])[CH:47]([CH3:49])[CH3:48])[CH2:21][CH2:22]4)[N:14]=[C:13]3[C:23]3[CH:28]=[CH:27][C:26]([C:29]4[CH:30]=[C:31]5[C:35](=[CH:36][CH:37]=4)[N:34]([CH3:38])[N:33]=[CH:32]5)=[CH:25][CH:24]=3)[CH2:7]2)=[O:5])[CH2:3][CH2:2]1, predict the reactants needed to synthesize it. (3) Given the product [C:1]([O:5][C:6](=[O:35])[NH:7][C:8]1([CH2:16][CH2:17][C:18]2[CH:23]=[CH:22][C:21]([CH2:24][CH2:25][CH2:26][CH2:27][C:28]3([OH:34])[CH2:33][CH2:32][CH2:31][CH2:30][CH2:29]3)=[CH:20][CH:19]=2)[CH2:9][O:10][C:11]([CH3:15])([CH3:14])[O:12][CH2:13]1)([CH3:2])([CH3:3])[CH3:4], predict the reactants needed to synthesize it. The reactants are: [C:1]([O:5][C:6](=[O:35])[NH:7][C:8]1([C:16]#[C:17][C:18]2[CH:23]=[CH:22][C:21]([CH2:24][CH2:25][C:26]#[C:27][C:28]3([OH:34])[CH2:33][CH2:32][CH2:31][CH2:30][CH2:29]3)=[CH:20][CH:19]=2)[CH2:13][O:12][C:11]([CH3:15])([CH3:14])[O:10][CH2:9]1)([CH3:4])([CH3:3])[CH3:2]. (4) Given the product [Cl:3][C:4]1[CH:9]=[CH:8][CH:7]=[CH:6][C:5]=1[O:10][C:16]1[C:17]([C:18]([O:20][CH2:21][CH3:22])=[O:19])=[CH:12][N:13]=[C:14]([C:23]2[CH:28]=[CH:27][CH:26]=[CH:25][CH:24]=2)[N:15]=1, predict the reactants needed to synthesize it. The reactants are: [H-].[Na+].[Cl:3][C:4]1[CH:9]=[CH:8][CH:7]=[CH:6][C:5]=1[OH:10].Cl[C:12]1[C:17]([C:18]([O:20][CH2:21][CH3:22])=[O:19])=[CH:16][N:15]=[C:14]([C:23]2[CH:28]=[CH:27][CH:26]=[CH:25][CH:24]=2)[N:13]=1.O. (5) Given the product [C:1]([C:3]1[CH:4]=[CH:5][C:6]([C@@H:12]2[C:17]([C:18]#[N:19])=[C:16]([CH3:20])[N:15]([C:21]3[CH:26]=[CH:25][CH:24]=[C:23]([C:27]([F:29])([F:30])[F:28])[CH:22]=3)[C:14](=[O:31])[N:13]2[CH3:32])=[C:7]([S:9]([CH2:37][CH2:36][O:35][CH3:34])(=[O:11])=[O:10])[CH:8]=1)#[N:2], predict the reactants needed to synthesize it. The reactants are: [C:1]([C:3]1[CH:4]=[CH:5][C:6]([C@@H:12]2[C:17]([C:18]#[N:19])=[C:16]([CH3:20])[N:15]([C:21]3[CH:26]=[CH:25][CH:24]=[C:23]([C:27]([F:30])([F:29])[F:28])[CH:22]=3)[C:14](=[O:31])[N:13]2[CH3:32])=[C:7]([S:9]([O-:11])=[O:10])[CH:8]=1)#[N:2].[Na+].[CH3:34][O:35][CH2:36][CH2:37]Br.